Dataset: Full USPTO retrosynthesis dataset with 1.9M reactions from patents (1976-2016). Task: Predict the reactants needed to synthesize the given product. (1) Given the product [CH2:13]([C:17]1[N:18]=[C:19]([CH3:55])[N:20]([CH2:39][CH:40]([OH:47])[C:41]2[CH:42]=[CH:43][CH:44]=[CH:45][CH:46]=2)[C:21](=[O:38])[C:22]=1[CH2:23][C:24]1[CH:29]=[CH:28][C:27]([C:30]2[CH:35]=[CH:34][CH:33]=[CH:32][C:31]=2[C:36]2[NH:37][C:4](=[O:7])[O:5][N:3]=2)=[CH:26][CH:25]=1)[CH2:14][CH2:15][CH3:16], predict the reactants needed to synthesize it. The reactants are: [Cl-].O[NH3+:3].[C:4](=[O:7])([O-])[OH:5].[Na+].CS(C)=O.[CH2:13]([C:17]1[N:18]=[C:19]([CH3:55])[N:20]([CH2:39][CH:40]([O:47][Si](C(C)(C)C)(C)C)[C:41]2[CH:46]=[CH:45][CH:44]=[CH:43][CH:42]=2)[C:21](=[O:38])[C:22]=1[CH2:23][C:24]1[CH:29]=[CH:28][C:27]([C:30]2[C:31]([C:36]#[N:37])=[CH:32][CH:33]=[CH:34][CH:35]=2)=[CH:26][CH:25]=1)[CH2:14][CH2:15][CH3:16]. (2) Given the product [NH2:34][C:28]1[CH:27]=[C:26]([Cl:25])[C:31]([Cl:32])=[CH:30][C:29]=1[NH:33][C:22](=[O:24])[CH2:21][CH2:20][CH2:19][CH2:18][CH2:17][CH2:16][NH:15][C:13]([C:1]1[C:11]2=[C:12]3[C:7](=[CH:8][CH:9]=[CH:10]2)[CH2:6][CH2:5][CH2:4][N:3]3[CH:2]=1)=[O:14], predict the reactants needed to synthesize it. The reactants are: [C:1]1([C:13]([NH:15][CH2:16][CH2:17][CH2:18][CH2:19][CH2:20][CH2:21][C:22]([OH:24])=O)=[O:14])[C:11]2=[C:12]3[C:7](=[CH:8][CH:9]=[CH:10]2)[CH2:6][CH2:5][CH2:4][N:3]3[CH:2]=1.[Cl:25][C:26]1[CH:27]=[C:28]([NH2:34])[C:29]([NH2:33])=[CH:30][C:31]=1[Cl:32].